From a dataset of Reaction yield outcomes from USPTO patents with 853,638 reactions. Predict the reaction yield, written as a fraction of the theoretical maximum amount of product (1.0 means a 100% yield; for example, 0.34 means a 34% yield). (1) The reactants are [OH:1][C:2]1[CH:10]=[CH:9][CH:8]=[C:7]2[C:3]=1[CH:4]=[CH:5][NH:6]2.[H-].[Na+].Br[CH2:14][C:15]#[N:16]. The catalyst is CN(C)C=O.C(OCC)(=O)C. The product is [NH:6]1[C:7]2[C:3](=[C:2]([O:1][CH2:14][C:15]#[N:16])[CH:10]=[CH:9][CH:8]=2)[CH:4]=[CH:5]1. The yield is 0.970. (2) The reactants are [CH3:1][O:2][C:3]1[CH:4]=[C:5]2[C:10](=[CH:11][C:12]=1[O:13][CH3:14])[N:9]=[CH:8][CH:7]=[C:6]2[O:15][C:16]1[CH:22]=[CH:21][C:19]([NH2:20])=[CH:18][CH:17]=1.[C:23]1([CH3:29])[CH:28]=[CH:27][CH:26]=[CH:25][CH:24]=1.C(N(CC)CC)C.ClC(Cl)([O:40][C:41](=[O:47])OC(Cl)(Cl)Cl)Cl.COC1C=[CH:61][C:54]([CH:55](O)C(C)(C)C)=[CH:53]C=1. The catalyst is C(Cl)Cl. The product is [CH3:1][O:2][C:3]1[CH:4]=[C:5]2[C:10](=[CH:11][C:12]=1[O:13][CH3:14])[N:9]=[CH:8][CH:7]=[C:6]2[O:15][C:16]1[CH:22]=[CH:21][C:19]([NH:20][C:41](=[O:47])[O:40][CH2:29][C:23]2[CH:28]=[CH:27][C:26]([C:54]([CH3:61])([CH3:55])[CH3:53])=[CH:25][CH:24]=2)=[CH:18][CH:17]=1. The yield is 0.690. (3) The reactants are [OH:1][CH:2]([CH2:24][OH:25])[CH2:3][C:4]1[CH:5]=[C:6]([F:23])[C:7]([C:10]2[CH2:15][CH2:14][N:13](C(OC(C)(C)C)=O)[CH2:12][CH:11]=2)=[N:8][CH:9]=1.Cl.O1CCOCC1.C(OCC)C. The catalyst is ClCCl. The product is [F:23][C:6]1[C:7]([C:10]2[CH2:15][CH2:14][NH:13][CH2:12][CH:11]=2)=[N:8][CH:9]=[C:4]([CH2:3][CH:2]([OH:1])[CH2:24][OH:25])[CH:5]=1. The yield is 0.700. (4) The reactants are [CH3:1][O:2][C:3]([C:5]1[S:19][C:8]2=[N:9][C:10]([S:13][CH2:14][C:15]([O:17][CH3:18])=[O:16])=[CH:11][CH:12]=[C:7]2[C:6]=1[O:20][CH2:21][C:22]([O:24][CH2:25][CH3:26])=[O:23])=[O:4].C1C=C(Cl)C=C(C(OO)=[O:35])C=1. The catalyst is C(Cl)Cl. The product is [CH3:1][O:2][C:3]([C:5]1[S:19][C:8]2=[N:9][C:10]([S:13]([CH2:14][C:15]([O:17][CH3:18])=[O:16])=[O:35])=[CH:11][CH:12]=[C:7]2[C:6]=1[O:20][CH2:21][C:22]([O:24][CH2:25][CH3:26])=[O:23])=[O:4]. The yield is 0.800. (5) The catalyst is C(Cl)Cl.C([O-])(O)=O.[Na+]. The reactants are [CH2:1]([O:8][CH2:9][CH2:10][CH2:11][CH2:12][CH2:13][OH:14])[C:2]1[CH:7]=[CH:6][CH:5]=[CH:4][CH:3]=1.CC(OI1(OC(C)=O)(OC(C)=O)OC(=O)C2C=CC=CC1=2)=O. The product is [CH2:1]([O:8][CH2:9][CH2:10][CH2:11][CH2:12][CH:13]=[O:14])[C:2]1[CH:7]=[CH:6][CH:5]=[CH:4][CH:3]=1. The yield is 0.750. (6) The catalyst is ClCCl. The yield is 0.810. The product is [F:1][C:2]1[CH:9]=[CH:8][C:5](/[CH:6]=[N:17]/[C:18]2[CH:26]=[CH:25][CH:24]=[C:23]3[C:19]=2[CH2:20][O:21][C:22]3=[O:27])=[CH:4][CH:3]=1. The reactants are [F:1][C:2]1[CH:9]=[CH:8][C:5]([CH:6]=O)=[CH:4][CH:3]=1.S([O-])([O-])(=O)=O.[Na+].[Na+].[NH2:17][C:18]1[CH:26]=[CH:25][CH:24]=[C:23]2[C:19]=1[CH2:20][O:21][C:22]2=[O:27].